This data is from Catalyst prediction with 721,799 reactions and 888 catalyst types from USPTO. The task is: Predict which catalyst facilitates the given reaction. Reactant: [CH3:1][C:2](=[CH:13][C:14]1[CH:19]=[CH:18][CH:17]=[CH:16][CH:15]=1)[CH2:3][NH:4][CH2:5][CH2:6][N:7]1[CH2:12][CH2:11][CH2:10][CH2:9][CH2:8]1.[CH3:20][O:21][C:22]1[CH:23]=[C:24]([CH:28]=[C:29]([O:33][CH3:34])[C:30]=1[O:31][CH3:32])[C:25](O)=[O:26].C(N(CC)CC)C.CN(C(ON1N=NC2C=CC=CC1=2)=[N+](C)C)C.[B-](F)(F)(F)F. Product: [CH3:34][O:33][C:29]1[CH:28]=[C:24]([CH:23]=[C:22]([O:21][CH3:20])[C:30]=1[O:31][CH3:32])[C:25]([N:4]([CH2:3][C:2]([CH3:1])=[CH:13][C:14]1[CH:15]=[CH:16][CH:17]=[CH:18][CH:19]=1)[CH2:5][CH2:6][N:7]1[CH2:12][CH2:11][CH2:10][CH2:9][CH2:8]1)=[O:26]. The catalyst class is: 254.